This data is from Full USPTO retrosynthesis dataset with 1.9M reactions from patents (1976-2016). The task is: Predict the reactants needed to synthesize the given product. (1) Given the product [Br:5][C:6]1[CH:11]=[CH:10][C:9]([C@@H:12]([N:14]2[CH2:23][CH2:22][C:17]3([CH2:21][CH:20]([OH:28])[CH2:19][CH2:18]3)[O:16][C:15]2=[O:24])[CH3:13])=[CH:8][CH:7]=1, predict the reactants needed to synthesize it. The reactants are: CSC.B.[Br:5][C:6]1[CH:11]=[CH:10][C:9]([C@@H:12]([N:14]2[CH2:23][CH2:22][C:17]3([CH2:21][CH:20]=[CH:19][CH2:18]3)[O:16][C:15]2=[O:24])[CH3:13])=[CH:8][CH:7]=1.C([OH:28])(C)C. (2) Given the product [C:35]([O:34][C:32]([NH:39][CH2:40][C:41]([O:27][C:24]([CH3:26])([CH3:25])[CH2:23][O:22][C:19]1[CH:20]=[CH:21][C:16]([N:13]2[C:12](=[O:30])[C:11]3[S:31][C:8]([C:5]4[CH:6]=[CH:7][C:2]([Cl:1])=[CH:3][CH:4]=4)=[CH:9][C:10]=3[CH:15]=[N:14]2)=[CH:17][C:18]=1[O:28][CH3:29])=[O:42])=[O:33])([CH3:38])([CH3:37])[CH3:36], predict the reactants needed to synthesize it. The reactants are: [Cl:1][C:2]1[CH:7]=[CH:6][C:5]([C:8]2[S:31][C:11]3[C:12](=[O:30])[N:13]([C:16]4[CH:21]=[CH:20][C:19]([O:22][CH2:23][C:24]([OH:27])([CH3:26])[CH3:25])=[C:18]([O:28][CH3:29])[CH:17]=4)[N:14]=[CH:15][C:10]=3[CH:9]=2)=[CH:4][CH:3]=1.[C:32]([NH:39][CH2:40][C:41](O)=[O:42])([O:34][C:35]([CH3:38])([CH3:37])[CH3:36])=[O:33].C(N=C=NC(C)C)(C)C. (3) Given the product [Br:20][C:5]1[C:6]([NH:9][C@@H:10]2[C@@H:15]3[CH2:16][C@@H:12]([CH:13]=[CH:14]3)[C@@H:11]2[C:17]([NH2:19])=[O:18])=[C:7]2[N:8]=[C:26]([C:23]3[CH:24]=[CH:25][O:21][CH:22]=3)[NH:1][C:2]2=[N:3][CH:4]=1, predict the reactants needed to synthesize it. The reactants are: [NH2:1][C:2]1[C:7]([NH2:8])=[C:6]([NH:9][C@@H:10]2[C@@H:15]3[CH2:16][C@@H:12]([CH:13]=[CH:14]3)[C@@H:11]2[C:17]([NH2:19])=[O:18])[C:5]([Br:20])=[CH:4][N:3]=1.[O:21]1[CH:25]=[CH:24][C:23]([CH:26]=O)=[CH:22]1. (4) Given the product [C:25]([O:29][C:30](=[O:47])[NH:31][C:32]1[CH:37]=[CH:36][CH:35]=[C:34]([O:38][C:39]2[CH:44]=[CH:43][C:42]([NH:45][C:22]3[C:23]4[N:15]([CH2:14][CH2:13][O:12][CH2:11][CH2:10][OH:9])[CH:16]=[CH:17][C:18]=4[N:19]=[CH:20][N:21]=3)=[CH:41][C:40]=2[Cl:46])[CH:33]=1)([CH3:28])([CH3:26])[CH3:27], predict the reactants needed to synthesize it. The reactants are: C([O:9][CH2:10][CH2:11][O:12][CH2:13][CH2:14][N:15]1[C:23]2[C:22](Cl)=[N:21][CH:20]=[N:19][C:18]=2[CH:17]=[CH:16]1)(=O)C1C=CC=CC=1.[C:25]([O:29][C:30](=[O:47])[NH:31][C:32]1[CH:37]=[CH:36][CH:35]=[C:34]([O:38][C:39]2[CH:44]=[CH:43][C:42]([NH2:45])=[CH:41][C:40]=2[Cl:46])[CH:33]=1)([CH3:28])([CH3:27])[CH3:26].C(O)(C)C.[OH-].[Na+]. (5) Given the product [Br:1][C:2]1[C:3]([F:12])=[CH:4][C:5]2[N:9]=[C:35]([CH2:34][O:33][CH3:32])[N:17]([CH2:16][C:15]3[CH:18]=[C:19]([Cl:22])[CH:20]=[CH:21][C:14]=3[Cl:13])[C:6]=2[CH:7]=1, predict the reactants needed to synthesize it. The reactants are: [Br:1][C:2]1[CH:7]=[C:6](F)[C:5]([N+:9]([O-])=O)=[CH:4][C:3]=1[F:12].[Cl:13][C:14]1[CH:21]=[CH:20][C:19]([Cl:22])=[CH:18][C:15]=1[CH2:16][NH2:17].N1C2C=CC=CC=2NC=1.[CH3:32][O:33][CH2:34][C:35](O)=O. (6) Given the product [F:34][C:31]1[CH:32]=[CH:33][C:28]([C:14]2[S:13][CH:12]([C:7]3[CH:8]=[CH:9][CH:10]=[CH:11][C:6]=3[O:5][CH2:4][C:3]([OH:35])=[O:2])[N:16]([C:17](=[O:27])[C:18]3[C:23]([F:24])=[CH:22][C:21]([F:25])=[CH:20][C:19]=3[F:26])[N:15]=2)=[CH:29][CH:30]=1, predict the reactants needed to synthesize it. The reactants are: C[O:2][C:3](=[O:35])[CH2:4][O:5][C:6]1[CH:11]=[CH:10][CH:9]=[CH:8][C:7]=1[CH:12]1[N:16]([C:17](=[O:27])[C:18]2[C:23]([F:24])=[CH:22][C:21]([F:25])=[CH:20][C:19]=2[F:26])[N:15]=[C:14]([C:28]2[CH:33]=[CH:32][C:31]([F:34])=[CH:30][CH:29]=2)[S:13]1.C1COCC1.CO.[Li+].[OH-]. (7) Given the product [C:1](=[O:5])([O:13][CH:10]1[CH2:11][CH2:12][O:7][CH2:8][CH2:9]1)[O:2][CH2:3][Cl:4], predict the reactants needed to synthesize it. The reactants are: [C:1](Cl)(=[O:5])[O:2][CH2:3][Cl:4].[O:7]1[CH2:12][CH2:11][CH:10]([OH:13])[CH2:9][CH2:8]1. (8) Given the product [N+:18]([C:13]1[CH:12]=[C:11]([C:4]2[CH:5]=[CH:6][N:1]=[CH:2][CH:3]=2)[CH:16]=[CH:15][C:14]=1[NH2:17])([O-:20])=[O:19], predict the reactants needed to synthesize it. The reactants are: [N:1]1[CH:6]=[CH:5][C:4](B(O)O)=[CH:3][CH:2]=1.Br[C:11]1[CH:16]=[CH:15][C:14]([NH2:17])=[C:13]([N+:18]([O-:20])=[O:19])[CH:12]=1. (9) The reactants are: [F:1][C:2]1[CH:7]=[C:6]([I:8])[CH:5]=[CH:4][C:3]=1[NH:9][C:10]1[N:15]([CH3:16])[C:14](=[O:17])[C:13]2[N:18]=[C:19]([CH3:21])[O:20][C:12]=2[C:11]=1[C:22]([O:24]C)=[O:23].CO.O.C([O-])([O-])=O.[K+].[K+]. Given the product [F:1][C:2]1[CH:7]=[C:6]([I:8])[CH:5]=[CH:4][C:3]=1[NH:9][C:10]1[N:15]([CH3:16])[C:14](=[O:17])[C:13]2[N:18]=[C:19]([CH3:21])[O:20][C:12]=2[C:11]=1[C:22]([OH:24])=[O:23], predict the reactants needed to synthesize it.